From a dataset of Full USPTO retrosynthesis dataset with 1.9M reactions from patents (1976-2016). Predict the reactants needed to synthesize the given product. (1) Given the product [Br:41][CH2:14][C:13]([C:12]1[N:8]([C:3]2[CH:4]=[CH:5][CH:6]=[CH:7][C:2]=2[F:1])[N:9]=[N:10][C:11]=1[CH3:16])=[O:15], predict the reactants needed to synthesize it. The reactants are: [F:1][C:2]1[CH:7]=[CH:6][CH:5]=[CH:4][C:3]=1[N:8]1[C:12]([C:13](=[O:15])[CH3:14])=[C:11]([CH3:16])[N:10]=[N:9]1.CC(OCC1C2C(=CC=CC=2)C(COC(C)=O)=C2C=1C=CC=C2)=O.[Br:41]Br. (2) Given the product [Br:1][C:2]1[N:3]=[C:4]([CH2:22][C:23]([OH:25])=[O:24])[N:5]([C:15]2[CH:20]=[CH:19][C:18]([Cl:21])=[CH:17][CH:16]=2)[C:6]=1[C:7]1[C:8]([F:14])=[CH:9][CH:10]=[CH:11][C:12]=1[F:13], predict the reactants needed to synthesize it. The reactants are: [Br:1][C:2]1[N:3]=[C:4]([CH2:22][C:23]([O:25]C)=[O:24])[N:5]([C:15]2[CH:20]=[CH:19][C:18]([Cl:21])=[CH:17][CH:16]=2)[C:6]=1[C:7]1[C:12]([F:13])=[CH:11][CH:10]=[CH:9][C:8]=1[F:14].O.[OH-].[Li+].Cl. (3) The reactants are: Cl[C:2]1[CH:7]=[C:6]([NH:8][CH3:9])[N:5]=[C:4]([NH:10][C@@H:11]2[CH2:16][CH2:15][C@H:14]([C:17]([NH:19][CH2:20][C:21]3[CH:26]=[CH:25][CH:24]=[CH:23][C:22]=3[C:27]([F:30])([F:29])[F:28])=[O:18])[CH2:13][CH2:12]2)[N:3]=1.[CH2:31]([NH2:38])[C:32]1[CH:37]=[CH:36][CH:35]=[CH:34][CH:33]=1. Given the product [CH3:9][NH:8][C:6]1[CH:7]=[C:2]([NH:38][CH2:31][C:32]2[CH:37]=[CH:36][CH:35]=[CH:34][CH:33]=2)[N:3]=[C:4]([NH:10][C@@H:11]2[CH2:16][CH2:15][C@H:14]([C:17]([NH:19][CH2:20][C:21]3[CH:26]=[CH:25][CH:24]=[CH:23][C:22]=3[C:27]([F:29])([F:28])[F:30])=[O:18])[CH2:13][CH2:12]2)[N:5]=1, predict the reactants needed to synthesize it. (4) Given the product [Br:1][C:2]1[CH:7]=[CH:6][C:5]([C:8](/[N:10]=[C:23](/[C:22]2[CH:26]=[CH:27][C:19]([Br:18])=[CH:20][CH:21]=2)\[O:24][CH2:11][CH3:12])=[O:9])=[CH:4][CH:3]=1, predict the reactants needed to synthesize it. The reactants are: [Br:1][C:2]1[CH:7]=[CH:6][C:5]([C:8](=[NH:10])[O-:9])=[CH:4][CH:3]=1.[CH2:11](N(CC)CC)[CH3:12].[Br:18][C:19]1[CH:27]=[CH:26][C:22]([C:23](Cl)=[O:24])=[CH:21][CH:20]=1. (5) Given the product [N+:16]([C:19]1[CH:20]=[CH:21][C:22]([CH2:23][NH:24][C:13](=[O:14])[CH2:12][CH2:11][C:5]2[CH:6]=[CH:7][C:8]([O:9][CH3:10])=[C:3]([O:2][CH3:1])[CH:4]=2)=[CH:25][CH:26]=1)([O-:18])=[O:17], predict the reactants needed to synthesize it. The reactants are: [CH3:1][O:2][C:3]1[CH:4]=[C:5]([CH2:11][CH2:12][C:13](Cl)=[O:14])[CH:6]=[CH:7][C:8]=1[O:9][CH3:10].[N+:16]([C:19]1[CH:26]=[CH:25][C:22]([CH2:23][NH2:24])=[CH:21][CH:20]=1)([O-:18])=[O:17].C(N(CC)CC)C.O1CCCC1. (6) The reactants are: [CH3:1][O:2][C:3]1[CH:8]=[C:7]([O:9][CH3:10])[CH:6]=[CH:5][C:4]=1[C:11]1[N:12]2[N:18]=[C:17]([CH2:19][CH3:20])[C:16]([C:21]([O:23]CC)=[O:22])=[C:13]2[O:14][CH:15]=1.[OH-].[Na+]. Given the product [CH3:1][O:2][C:3]1[CH:8]=[C:7]([O:9][CH3:10])[CH:6]=[CH:5][C:4]=1[C:11]1[N:12]2[N:18]=[C:17]([CH2:19][CH3:20])[C:16]([C:21]([OH:23])=[O:22])=[C:13]2[O:14][CH:15]=1, predict the reactants needed to synthesize it. (7) Given the product [C:1]([O:5][C:6]([N:8]1[CH2:12][C@@H:11]([CH2:13][N:14]([CH:24]([CH3:25])[CH3:26])[C:15]([O:17][CH2:18][CH2:19][Si:20]([CH3:23])([CH3:22])[CH3:21])=[O:16])[C@H:10]([CH2:27][NH:32][CH:29]2[CH2:31][CH2:30]2)[CH2:9]1)=[O:7])([CH3:4])([CH3:3])[CH3:2], predict the reactants needed to synthesize it. The reactants are: [C:1]([O:5][C:6]([N:8]1[CH2:12][C@@H:11]([CH2:13][N:14]([CH:24]([CH3:26])[CH3:25])[C:15]([O:17][CH2:18][CH2:19][Si:20]([CH3:23])([CH3:22])[CH3:21])=[O:16])[C@H:10]([CH:27]=O)[CH2:9]1)=[O:7])([CH3:4])([CH3:3])[CH3:2].[CH:29]1([NH2:32])[CH2:31][CH2:30]1.[BH-](OC(C)=O)(OC(C)=O)OC(C)=O.[Na+]. (8) Given the product [CH3:1][C:2]1[N:3]([S:12]([C:15]2[CH:20]=[CH:19][CH:18]=[CH:17][CH:16]=2)(=[O:13])=[O:14])[CH:4]=[CH:5][C:6]=1[CH2:7][OH:8], predict the reactants needed to synthesize it. The reactants are: [CH3:1][C:2]1[N:3]([S:12]([C:15]2[CH:20]=[CH:19][CH:18]=[CH:17][CH:16]=2)(=[O:14])=[O:13])[CH:4]=[CH:5][C:6]=1[C:7](OCC)=[O:8].[H-].C([Al+]CC(C)C)C(C)C.